Dataset: Reaction yield outcomes from USPTO patents with 853,638 reactions. Task: Predict the reaction yield, written as a fraction of the theoretical maximum amount of product (1.0 means a 100% yield; for example, 0.34 means a 34% yield). The catalyst is C(OCC)(=O)C. The yield is 0.840. The reactants are [NH2:1][C:2]1[S:10][C:5]2[CH2:6][S:7][CH2:8][CH2:9][C:4]=2[C:3]=1[C:11]([O:13]CC)=[O:12]. The product is [NH2:1][C:2]1[S:10][C:5]2[CH2:6][S:7][CH2:8][CH2:9][C:4]=2[C:3]=1[C:11]([OH:13])=[O:12].